Dataset: Full USPTO retrosynthesis dataset with 1.9M reactions from patents (1976-2016). Task: Predict the reactants needed to synthesize the given product. (1) Given the product [CH3:17][C@@H:18]1[CH2:23][CH2:22][CH2:21][CH2:20][C@@H:19]1[NH:24][C:2]1[C:3]2[N:4]([CH:10]=[C:11]([N+:13]([O-:15])=[O:14])[CH:12]=2)[N:5]=[CH:6][C:7]=1[C:8]#[N:9], predict the reactants needed to synthesize it. The reactants are: Cl[C:2]1[C:3]2[N:4]([CH:10]=[C:11]([N+:13]([O-:15])=[O:14])[CH:12]=2)[N:5]=[CH:6][C:7]=1[C:8]#[N:9].Cl.[CH3:17][C@@H:18]1[CH2:23][CH2:22][CH2:21][CH2:20][C@@H:19]1[NH2:24]. (2) Given the product [F:26][C:2]([F:1])([F:25])[C:3]1[CH:24]=[CH:23][CH:22]=[CH:21][C:4]=1[CH:5]([O:16][CH:17]1[CH2:20][N:19]([C:32]([NH:31][C:27]([CH3:30])([CH3:29])[CH3:28])=[O:33])[CH2:18]1)[C:6]1[CH:11]=[CH:10][C:9]([S:12]([CH3:15])(=[O:14])=[O:13])=[CH:8][CH:7]=1, predict the reactants needed to synthesize it. The reactants are: [F:1][C:2]([F:26])([F:25])[C:3]1[CH:24]=[CH:23][CH:22]=[CH:21][C:4]=1[CH:5]([O:16][CH:17]1[CH2:20][NH:19][CH2:18]1)[C:6]1[CH:11]=[CH:10][C:9]([S:12]([CH3:15])(=[O:14])=[O:13])=[CH:8][CH:7]=1.[C:27]([N:31]=[C:32]=[O:33])([CH3:30])([CH3:29])[CH3:28]. (3) Given the product [F:1][C:2]1[CH:7]=[C:6]([F:8])[CH:5]=[CH:4][C:3]=1[CH2:9][C:10]([Cl:21])=[O:12], predict the reactants needed to synthesize it. The reactants are: [F:1][C:2]1[CH:7]=[C:6]([F:8])[CH:5]=[CH:4][C:3]=1[CH2:9][C:10]([OH:12])=O.CN(C=O)C.C(Cl)(=O)C([Cl:21])=O. (4) Given the product [Cl:1][CH:2]([O:6][C:7]([NH:9][CH2:10][C:11]1([CH2:17][C:18]([O:20][CH3:21])=[O:19])[CH2:12][CH2:13][CH2:14][CH2:15][CH2:16]1)=[O:8])[CH:3]([CH3:4])[CH3:5], predict the reactants needed to synthesize it. The reactants are: [Cl:1][CH:2]([O:6][C:7]([NH:9][CH2:10][C:11]1([CH2:17][C:18]([OH:20])=[O:19])[CH2:16][CH2:15][CH2:14][CH2:13][CH2:12]1)=[O:8])[CH:3]([CH3:5])[CH3:4].[CH:21]1C=CC=CC=1.C[Si](C=[N+]=[N-])(C)C.